From a dataset of Reaction yield outcomes from USPTO patents with 853,638 reactions. Predict the reaction yield, written as a fraction of the theoretical maximum amount of product (1.0 means a 100% yield; for example, 0.34 means a 34% yield). (1) The reactants are [Cl:1][C:2]1[CH:18]=[CH:17][C:5]2[CH2:6][CH2:7][N:8](C(=O)C(F)(F)F)[CH2:9][CH2:10][C:4]=2[C:3]=1[OH:19].[C:31]([O:30][C:28](O[C:28]([O:30][C:31]([CH3:34])([CH3:33])[CH3:32])=[O:29])=[O:29])([CH3:34])([CH3:33])[CH3:32]. The catalyst is N.CO. The product is [C:31]([O:30][C:28]([N:8]1[CH2:9][CH2:10][C:4]2[C:3]([OH:19])=[C:2]([Cl:1])[CH:18]=[CH:17][C:5]=2[CH2:6][CH2:7]1)=[O:29])([CH3:32])([CH3:33])[CH3:34]. The yield is 0.760. (2) The reactants are [Li+].[OH-].C[O:4][C:5]([C@H:7]1[CH2:12][CH2:11][C@H:10]([CH2:13][N:14]2[C:18]3[CH:19]=[C:20]([O:23][CH2:24][C:25]4[CH:30]=[CH:29][C:28]([O:31][CH3:32])=[CH:27][CH:26]=4)[CH:21]=[CH:22][C:17]=3[N:16]([CH3:33])[C:15]2=[O:34])[CH2:9][CH2:8]1)=[O:6].O. The catalyst is C1COCC1. The product is [CH3:32][O:31][C:28]1[CH:27]=[CH:26][C:25]([CH2:24][O:23][C:20]2[CH:21]=[CH:22][C:17]3[N:16]([CH3:33])[C:15](=[O:34])[N:14]([CH2:13][C@H:10]4[CH2:11][CH2:12][C@H:7]([C:5]([OH:6])=[O:4])[CH2:8][CH2:9]4)[C:18]=3[CH:19]=2)=[CH:30][CH:29]=1. The yield is 0.560. (3) The reactants are Br[C:2]1[CH:3]=[C:4]([NH:10][C:11]2[CH:16]=[CH:15][N:14]=[CH:13][N:12]=2)[C:5](=[O:9])[N:6]([CH3:8])[CH:7]=1.CC(C1C=C(C(C)C)C(C2C=CC=CC=2P(C2CCCCC2)C2CCCCC2)=C(C(C)C)C=1)C.C([O-])(=O)C.[K+].[CH3:56][C:57]1([CH3:73])[C:61]([CH3:63])([CH3:62])[O:60][B:59]([B:59]2[O:60][C:61]([CH3:63])([CH3:62])[C:57]([CH3:73])([CH3:56])[O:58]2)[O:58]1. The catalyst is C1C=CC(/C=C/C(/C=C/C2C=CC=CC=2)=O)=CC=1.C1C=CC(/C=C/C(/C=C/C2C=CC=CC=2)=O)=CC=1.C1C=CC(/C=C/C(/C=C/C2C=CC=CC=2)=O)=CC=1.[Pd].[Pd].O1CCOCC1. The product is [CH3:8][N:6]1[CH:7]=[C:2]([B:59]2[O:60][C:61]([CH3:63])([CH3:62])[C:57]([CH3:73])([CH3:56])[O:58]2)[CH:3]=[C:4]([NH:10][C:11]2[CH:16]=[CH:15][N:14]=[CH:13][N:12]=2)[C:5]1=[O:9]. The yield is 0.820.